Dataset: Forward reaction prediction with 1.9M reactions from USPTO patents (1976-2016). Task: Predict the product of the given reaction. (1) Given the reactants [Cl:1][C:2]1[N:3]=[CH:4][N:5]([C:7]2[CH:12]=[CH:11][C:10]([NH:13][C:14]3[N:15]=[C:16]([NH:31][CH3:32])[C:17]4[CH2:22][CH2:21][CH:20]([C:23]5[CH:28]=[CH:27][C:26]([F:29])=[C:25]([F:30])[CH:24]=5)[C:18]=4[N:19]=3)=[CH:9][C:8]=2[O:33][CH3:34])[CH:6]=1, predict the reaction product. The product is: [Cl:1][C:2]1[N:3]=[CH:4][N:5]([C:7]2[CH:12]=[CH:11][C:10]([NH:13][C:14]3[N:15]=[C:16]([NH:31][CH3:32])[C:17]4[CH2:22][CH2:21][C@H:20]([C:23]5[CH:28]=[CH:27][C:26]([F:29])=[C:25]([F:30])[CH:24]=5)[C:18]=4[N:19]=3)=[CH:9][C:8]=2[O:33][CH3:34])[CH:6]=1. (2) Given the reactants [CH2:1]([C:3]1[CH:8]=[CH:7][CH:6]=[CH:5][C:4]=1[CH:9]=[CH:10][C:11]([OH:13])=[O:12])[CH3:2], predict the reaction product. The product is: [CH2:1]([C:3]1[CH:8]=[CH:7][CH:6]=[CH:5][C:4]=1[CH2:9][CH2:10][C:11]([OH:13])=[O:12])[CH3:2]. (3) The product is: [Cl:1][C:2]1[CH:3]=[C:4](/[CH:21]=[CH:22]/[C:23]([OH:25])=[O:24])[CH:5]=[N:6][C:7]=1[NH:8][CH2:9][CH2:10][NH:11][C:12](=[O:20])[C:13]1[CH:18]=[CH:17][C:16]([Cl:19])=[CH:15][CH:14]=1. Given the reactants [Cl:1][C:2]1[CH:3]=[C:4](/[CH:21]=[CH:22]/[C:23]([O:25]CC)=[O:24])[CH:5]=[N:6][C:7]=1[NH:8][CH2:9][CH2:10][NH:11][C:12](=[O:20])[C:13]1[CH:18]=[CH:17][C:16]([Cl:19])=[CH:15][CH:14]=1.[OH-].[Na+], predict the reaction product. (4) Given the reactants [Br:1][C:2]1[CH:3]=[C:4]([N+:9]([O-])=O)[C:5]([NH2:8])=[N:6][CH:7]=1.[Cl-].[NH4+], predict the reaction product. The product is: [Br:1][C:2]1[CH:3]=[C:4]([NH2:9])[C:5]([NH2:8])=[N:6][CH:7]=1. (5) Given the reactants [CH2:1]([O:8][C:9]1[C:10]([C:26]([O:28][CH3:29])=[O:27])=[N:11][N:12]2[CH:17]([CH2:18]OS(C)(=O)=O)[CH2:16][N:15]([CH3:24])[C:14](=[O:25])[C:13]=12)[C:2]1[CH:7]=[CH:6][CH:5]=[CH:4][CH:3]=1.N1CCCCC1, predict the reaction product. The product is: [CH2:1]([O:8][C:9]1[C:10]([C:26]([O:28][CH3:29])=[O:27])=[N:11][N:12]2[C:17]([CH3:18])=[CH:16][N:15]([CH3:24])[C:14](=[O:25])[C:13]=12)[C:2]1[CH:7]=[CH:6][CH:5]=[CH:4][CH:3]=1. (6) Given the reactants [Br:1][C:2]1[CH:11]=[CH:10][C:5]2[S:6][C:7]([CH3:9])=[CH:8][C:4]=2[CH:3]=1.OO.[OH2:14].C(O)(=[O:17])C, predict the reaction product. The product is: [Br:1][C:2]1[CH:11]=[CH:10][C:5]2[S:6](=[O:17])(=[O:14])[C:7]([CH3:9])=[CH:8][C:4]=2[CH:3]=1.